Dataset: Rat liver microsome stability data. Task: Regression/Classification. Given a drug SMILES string, predict its absorption, distribution, metabolism, or excretion properties. Task type varies by dataset: regression for continuous measurements (e.g., permeability, clearance, half-life) or binary classification for categorical outcomes (e.g., BBB penetration, CYP inhibition). Dataset: rlm. (1) The molecule is Clc1cccc(COc2cncc(N3CCNCC3)n2)c1. The result is 1 (stable in rat liver microsomes). (2) The compound is CCOc1cc(NC(=O)C2(NC(=O)c3ccc4c(C5CCCC5)c(-c5ncc(Cl)cn5)n(C)c4c3)CCC2)ccc1C=CC(=O)OCOP(=O)(O)OC(C)(C)C. The result is 1 (stable in rat liver microsomes). (3) The drug is N[C@H]1CCC[C@@H](c2ccncc2NC(=O)c2csc(-c3c(F)cccc3F)n2)C1. The result is 0 (unstable in rat liver microsomes). (4) The compound is COc1ccccc1C(=O)Nc1ccccc1C(=O)Nc1cccc(S(=O)(=O)C(F)(F)F)c1. The result is 0 (unstable in rat liver microsomes). (5) The molecule is C[C@H](NS(=O)(=O)c1ccc(-c2sc(C(=O)NCC(C)(C)O)nc2C(=O)N2CC[C@H](F)C[C@@H]2C)c(Cl)c1Cl)C(F)(F)F. The result is 0 (unstable in rat liver microsomes).